Dataset: Reaction yield outcomes from USPTO patents with 853,638 reactions. Task: Predict the reaction yield, written as a fraction of the theoretical maximum amount of product (1.0 means a 100% yield; for example, 0.34 means a 34% yield). (1) The reactants are [H-].[Na+].[OH:3]/[N:4]=[C:5](/[C:11]1[CH:16]=[CH:15][C:14]([O:17][CH3:18])=[CH:13][CH:12]=1)\[C:6]([O:8][CH2:9][CH3:10])=[O:7].Cl[CH2:20][C:21]1[CH:40]=[CH:39][C:24]([O:25][CH2:26][C:27]2[N:28]=[C:29]([C:33]3[CH:38]=[CH:37][CH:36]=[CH:35][CH:34]=3)[O:30][C:31]=2[CH3:32])=[CH:23][CH:22]=1.Cl.C(=O)(O)[O-].[Na+]. No catalyst specified. The product is [CH3:18][O:17][C:14]1[CH:13]=[CH:12][C:11](/[C:5](=[N:4]/[O:3][CH2:20][C:21]2[CH:22]=[CH:23][C:24]([O:25][CH2:26][C:27]3[N:28]=[C:29]([C:33]4[CH:38]=[CH:37][CH:36]=[CH:35][CH:34]=4)[O:30][C:31]=3[CH3:32])=[CH:39][CH:40]=2)/[C:6]([O:8][CH2:9][CH3:10])=[O:7])=[CH:16][CH:15]=1. The yield is 0.940. (2) The reactants are C1(P(C2C=CC=CC=2)C2C=CC=CC=2)C=CC=CC=1.CC(OC(/N=N/C(OC(C)C)=O)=O)C.[CH3:34][O:35][C:36](=[O:53])[C:37]1[CH:42]=[C:41]([Cl:43])[C:40]([O:44][CH2:45][C:46]2[CH:51]=[CH:50][CH:49]=[CH:48][CH:47]=2)=[CH:39][C:38]=1[OH:52].[Br:54][CH2:55][CH2:56][CH2:57]O. The catalyst is C1COCC1. The product is [CH3:34][O:35][C:36](=[O:53])[C:37]1[CH:42]=[C:41]([Cl:43])[C:40]([O:44][CH2:45][C:46]2[CH:47]=[CH:48][CH:49]=[CH:50][CH:51]=2)=[CH:39][C:38]=1[O:52][CH2:57][CH2:56][CH2:55][Br:54]. The yield is 0.592. (3) The reactants are [NH2:1][C:2]1[CH:7]=[CH:6][C:5]([C:8]2[C:16]3[C:11](=[N:12][CH:13]=[N:14][C:15]=3[NH2:17])[N:10]([CH:18]([CH3:20])[CH3:19])[N:9]=2)=[CH:4][CH:3]=1.C(N(CC)CC)C.Cl[CH2:29][CH2:30][S:31](Cl)(=[O:33])=[O:32].C(=O)(O)[O-].[Na+]. The catalyst is ClCCl. The product is [NH2:17][C:15]1[N:14]=[CH:13][N:12]=[C:11]2[N:10]([CH:18]([CH3:20])[CH3:19])[N:9]=[C:8]([C:5]3[CH:6]=[CH:7][C:2]([NH:1][S:31]([CH:30]=[CH2:29])(=[O:33])=[O:32])=[CH:3][CH:4]=3)[C:16]=12. The yield is 0.160. (4) The reactants are [Br:1][C:2]1[CH:3]=[C:4]([CH:8]=[CH:9][C:10]=1[CH3:11])[C:5]([OH:7])=[O:6].CC(N=NC(C#N)(C)C)(C#N)C.C1C(=O)N([Br:31])C(=O)C1. The catalyst is FC(F)(F)C1C=CC=CC=1. The product is [Br:1][C:2]1[CH:3]=[C:4]([CH:8]=[CH:9][C:10]=1[CH2:11][Br:31])[C:5]([OH:7])=[O:6]. The yield is 0.600. (5) The reactants are Cl[C:2]1[N:7]=[C:6]([CH3:8])[N:5]=[C:4]([N:9]([CH2:19][C:20]2[CH:25]=[CH:24][C:23]([O:26][CH3:27])=[CH:22][CH:21]=2)[CH2:10][C:11]2[CH:16]=[CH:15][C:14]([O:17][CH3:18])=[CH:13][CH:12]=2)[N:3]=1.[C:28]([O:32][C:33]([N:35]1[CH2:40][CH2:39][N:38]([CH2:41][C:42]2[CH:43]=[C:44](B(O)O)[C:45]([F:48])=[N:46][CH:47]=2)[CH2:37][CH2:36]1)=[O:34])([CH3:31])([CH3:30])[CH3:29].C([O-])(=O)C.[K+].O1CCOCC1. The catalyst is O. The product is [CH3:18][O:17][C:14]1[CH:15]=[CH:16][C:11]([CH2:10][N:9]([CH2:19][C:20]2[CH:25]=[CH:24][C:23]([O:26][CH3:27])=[CH:22][CH:21]=2)[C:4]2[N:5]=[C:6]([CH3:8])[N:7]=[C:2]([C:44]3[CH:43]=[C:42]([CH2:41][N:38]4[CH2:39][CH2:40][N:35]([C:33]([O:32][C:28]([CH3:31])([CH3:30])[CH3:29])=[O:34])[CH2:36][CH2:37]4)[CH:47]=[N:46][C:45]=3[F:48])[N:3]=2)=[CH:12][CH:13]=1. The yield is 0.790.